This data is from Forward reaction prediction with 1.9M reactions from USPTO patents (1976-2016). The task is: Predict the product of the given reaction. Given the reactants CN(C(ON1N=NC2C=CC=CC1=2)=[N+](C)C)C.[B-](F)(F)(F)F.[CH3:23][O:24][C:25]1[CH:26]=[CH:27][C:28]2[NH:34][C:33](=[O:35])[N:32]([CH:36]3[CH2:41][CH2:40][N:39]([C:42]4[N:47]=[CH:46][N:45]=[C:44]([C:48]([OH:50])=O)[CH:43]=4)[CH2:38][CH2:37]3)[CH2:31][CH2:30][C:29]=2[CH:51]=1.Cl.Cl.[C:54]1([C:60]2[C:64]3[CH2:65][NH:66][CH2:67][CH2:68][C:63]=3[NH:62][N:61]=2)[CH:59]=[CH:58][CH:57]=[CH:56][CH:55]=1.C(N(CC)CC)C.C(=O)([O-])O.[Na+], predict the reaction product. The product is: [CH3:23][O:24][C:25]1[CH:26]=[CH:27][C:28]2[NH:34][C:33](=[O:35])[N:32]([CH:36]3[CH2:37][CH2:38][N:39]([C:42]4[CH:43]=[C:44]([C:48]([N:66]5[CH2:67][CH2:68][C:63]6[NH:62][N:61]=[C:60]([C:54]7[CH:55]=[CH:56][CH:57]=[CH:58][CH:59]=7)[C:64]=6[CH2:65]5)=[O:50])[N:45]=[CH:46][N:47]=4)[CH2:40][CH2:41]3)[CH2:31][CH2:30][C:29]=2[CH:51]=1.